The task is: Regression. Given two drug SMILES strings and cell line genomic features, predict the synergy score measuring deviation from expected non-interaction effect.. This data is from NCI-60 drug combinations with 297,098 pairs across 59 cell lines. Drug 1: C1=CN(C(=O)N=C1N)C2C(C(C(O2)CO)O)O.Cl. Drug 2: CC1=C(C(=CC=C1)Cl)NC(=O)C2=CN=C(S2)NC3=CC(=NC(=N3)C)N4CCN(CC4)CCO. Cell line: A549. Synergy scores: CSS=42.6, Synergy_ZIP=-1.56, Synergy_Bliss=1.44, Synergy_Loewe=-1.09, Synergy_HSA=1.88.